Dataset: hERG Central: cardiac toxicity at 1µM, 10µM, and general inhibition. Task: Predict hERG channel inhibition at various concentrations. (1) The molecule is CC(C)c1ccc2c(c1)C(N1CCN(C)CC1)Cc1cccnc1S2.O=C(O)/C=C\C(=O)O. Results: hERG_inhib (hERG inhibition (general)): blocker. (2) The drug is Oc1ccc(-c2nnc(Nc3ccccc3)c3ccccc23)cc1. Results: hERG_inhib (hERG inhibition (general)): blocker.